Dataset: Reaction yield outcomes from USPTO patents with 853,638 reactions. Task: Predict the reaction yield, written as a fraction of the theoretical maximum amount of product (1.0 means a 100% yield; for example, 0.34 means a 34% yield). (1) The reactants are [OH:1][C:2]1[CH:7]=[CH:6][C:5]([C:8]2[CH:13]=[CH:12][CH:11]=[C:10]([CH:14]=O)[CH:9]=2)=[CH:4][C:3]=1[O:16][CH3:17].[NH2:18][CH2:19][CH2:20][C@H:21]1[O:25][C:24](=[O:26])[N:23]([C:27]2[CH:37]=[CH:36][C:30]3[S:31][CH2:32][C:33](=[O:35])[NH:34][C:29]=3[CH:28]=2)[CH2:22]1. No catalyst specified. The product is [OH:1][C:2]1[CH:7]=[CH:6][C:5]([C:8]2[CH:13]=[CH:12][CH:11]=[C:10]([CH2:14][NH:18][CH2:19][CH2:20][C@H:21]3[O:25][C:24](=[O:26])[N:23]([C:27]4[CH:37]=[CH:36][C:30]5[S:31][CH2:32][C:33](=[O:35])[NH:34][C:29]=5[CH:28]=4)[CH2:22]3)[CH:9]=2)=[CH:4][C:3]=1[O:16][CH3:17]. The yield is 0.340. (2) The reactants are C[O:2][C:3]([C@@H:5]1[CH2:9][C@@H:8]([NH:10][C:11](=[O:18])[C:12]2[CH:17]=[CH:16][CH:15]=[CH:14][CH:13]=2)[CH2:7][N:6]1[C:19](=[O:29])[CH2:20][NH:21][C:22]([O:24][C:25]([CH3:28])([CH3:27])[CH3:26])=[O:23])=[O:4].[OH-].[Na+].Cl. The catalyst is CO. The product is [C:11]([NH:10][C@H:8]1[CH2:7][N:6]([C:19](=[O:29])[CH2:20][NH:21][C:22]([O:24][C:25]([CH3:28])([CH3:26])[CH3:27])=[O:23])[C@H:5]([C:3]([OH:4])=[O:2])[CH2:9]1)(=[O:18])[C:12]1[CH:13]=[CH:14][CH:15]=[CH:16][CH:17]=1. The yield is 0.940. (3) The reactants are C(OCC1C(N2CCN3C4CCCCC=4C=C3C2=O)=NC=CC=1C1C=C(NC2C=CC(N3CCN(C4COC4)C[C@@H]3CC)=CN=2)C(=O)N(C)C=1)(=O)C.[C:53]([O:56][CH2:57][C:58]1[C:59]([N:73]2[CH2:85][CH2:84][N:76]3[C:77]4[CH2:78][CH2:79][CH2:80][CH2:81][C:82]=4[CH:83]=[C:75]3[C:74]2=[O:86])=[N:60][CH:61]=[CH:62][C:63]=1B1OC(C)(C)C(C)(C)O1)(=[O:55])[CH3:54].Cl[C:88]1[CH:89]=[C:90]([NH:96][C:97]2[CH:105]=[C:100]3[CH2:101][O:102][CH2:103][CH2:104][N:99]3[N:98]=2)[C:91](=[O:95])[N:92]([CH3:94])[N:93]=1. No catalyst specified. The product is [C:53]([O:56][CH2:57][C:58]1[C:59]([N:73]2[CH2:85][CH2:84][N:76]3[C:77]4[CH2:78][CH2:79][CH2:80][CH2:81][C:82]=4[CH:83]=[C:75]3[C:74]2=[O:86])=[N:60][CH:61]=[CH:62][C:63]=1[C:88]1[CH:89]=[C:90]([NH:96][C:97]2[CH:105]=[C:100]3[CH2:101][O:102][CH2:103][CH2:104][N:99]3[N:98]=2)[C:91](=[O:95])[N:92]([CH3:94])[N:93]=1)(=[O:55])[CH3:54]. The yield is 0.550. (4) The reactants are Cl[C:2]1[N:7]=[C:6]([C:8]([O:10][CH3:11])=[O:9])[CH:5]=[C:4]([NH:12][C@@H:13]([CH3:18])[C:14]([O:16][CH3:17])=[O:15])[N:3]=1.[F:19][C:20]1[CH:41]=[CH:40][C:23]([O:24][C:25]2[CH:30]=[CH:29][C:28](B3OC(C)(C)C(C)(C)O3)=[CH:27][CH:26]=2)=[CH:22][CH:21]=1.C([O-])([O-])=O.[Na+].[Na+]. The catalyst is O1CCOCC1.C1C=CC(P(C2C=CC=CC=2)[C-]2C=CC=C2)=CC=1.C1C=CC(P(C2C=CC=CC=2)[C-]2C=CC=C2)=CC=1.Cl[Pd]Cl.[Fe+2]. The product is [F:19][C:20]1[CH:41]=[CH:40][C:23]([O:24][C:25]2[CH:30]=[CH:29][C:28]([C:2]3[N:7]=[C:6]([C:8]([O:10][CH3:11])=[O:9])[CH:5]=[C:4]([NH:12][C@@H:13]([CH3:18])[C:14]([O:16][CH3:17])=[O:15])[N:3]=3)=[CH:27][CH:26]=2)=[CH:22][CH:21]=1. The yield is 0.0200. (5) The reactants are [O:1]1[C:5]2[CH:6]=[CH:7][CH:8]=[CH:9][C:4]=2[C:3]([CH2:10][CH2:11][OH:12])=[N:2]1.C(N(CC)CC)C.[CH3:20][S:21](Cl)(=[O:23])=[O:22]. The catalyst is ClCCl. The product is [O:1]1[C:5]2[CH:6]=[CH:7][CH:8]=[CH:9][C:4]=2[C:3]([CH2:10][CH2:11][O:12][S:21]([CH3:20])(=[O:23])=[O:22])=[N:2]1. The yield is 0.980. (6) The reactants are [N+:1]([C:4]1[CH:17]=[CH:16][C:15]2[C:14]3[C:9](=[CH:10][CH:11]=[CH:12][CH:13]=3)[CH:8]=[CH:7][C:6]=2[CH:5]=1)([O-])=O.C(O)C.O.NN. The catalyst is [C].[Pd].O. The product is [NH2:1][C:4]1[CH:17]=[CH:16][C:15]2[C:14]3[C:9](=[CH:10][CH:11]=[CH:12][CH:13]=3)[CH:8]=[CH:7][C:6]=2[CH:5]=1. The yield is 0.860. (7) The reactants are C([Li])CCC.[CH2:6]([O:8][CH2:9][N:10]1[CH:14]=[CH:13][CH:12]=[N:11]1)[CH3:7].C(O[B:19]1[O:23][C:22]([CH3:25])([CH3:24])[C:21]([CH3:27])([CH3:26])[O:20]1)(C)C.[Cl-].[NH4+].Cl. The catalyst is O1CCCC1.C(OC)(C)(C)C.O. The product is [CH2:6]([O:8][CH2:9][N:10]1[C:14]([B:19]2[O:23][C:22]([CH3:25])([CH3:24])[C:21]([CH3:27])([CH3:26])[O:20]2)=[CH:13][CH:12]=[N:11]1)[CH3:7]. The yield is 0.780. (8) The reactants are [CH:1]1[CH:2]=[C:3]([CH2:6][NH:7][C:8]2[C:13]([C:14]([OH:16])=O)=[CH:12][C:11]([S:17]([NH2:20])(=[O:19])=[O:18])=[C:10]([Cl:21])[CH:9]=2)[O:4][CH:5]=1.C(N1C=CN=C1)(N1C=CN=C1)=O.[CH2:34]([NH2:41])[C:35]1[CH:40]=[CH:39][CH:38]=[CH:37][CH:36]=1. The catalyst is C1COCC1. The product is [CH2:34]([NH:41][C:14](=[O:16])[C:13]1[CH:12]=[C:11]([S:17]([NH2:20])(=[O:19])=[O:18])[C:10]([Cl:21])=[CH:9][C:8]=1[NH:7][CH2:6][C:3]1[O:4][CH:5]=[CH:1][CH:2]=1)[C:35]1[CH:40]=[CH:39][CH:38]=[CH:37][CH:36]=1. The yield is 0.630.